Dataset: Full USPTO retrosynthesis dataset with 1.9M reactions from patents (1976-2016). Task: Predict the reactants needed to synthesize the given product. (1) Given the product [Br:1][C:2]1[CH:10]=[C:9]2[C:5]([CH:6]=[CH:7][N:8]2[CH3:13])=[CH:4][CH:3]=1, predict the reactants needed to synthesize it. The reactants are: [Br:1][C:2]1[CH:10]=[C:9]2[C:5]([CH:6]=[CH:7][NH:8]2)=[CH:4][CH:3]=1.[H-].[Na+].[CH3:13]N(C=O)C. (2) Given the product [CH3:42][S:39]([C:32]1[CH:33]=[CH:34][C:35]2[C:36]3[N:37]=[CH:38][C:26]([C:69]4[N:68]([CH3:83])[N:67]=[N:66][C:65]=4[CH2:64][OH:63])=[CH:27][C:28]=3[N:29]([C@@H:43]([CH:50]3[CH2:55][CH2:54][O:53][CH2:52][CH2:51]3)[C:44]3[CH:45]=[CH:46][CH:47]=[CH:48][CH:49]=3)[C:30]=2[CH:31]=1)(=[O:41])=[O:40], predict the reactants needed to synthesize it. The reactants are: CN1C(C2C=NC3C4C=CC(C(OC)=O)=CC=4NC=3C=2)=C(C)N=N1.Br[C:26]1[CH:38]=[N:37][C:36]2[C:35]3[CH:34]=[CH:33][C:32]([S:39]([CH3:42])(=[O:41])=[O:40])=[CH:31][C:30]=3[N:29]([C@@H:43]([CH:50]3[CH2:55][CH2:54][O:53][CH2:52][CH2:51]3)[C:44]3[CH:49]=[CH:48][CH:47]=[CH:46][CH:45]=3)[C:28]=2[CH:27]=1.[Si]([O:63][CH2:64][C:65]1[N:66]=[N:67][N:68]([CH2:83][Si](C)(C)C)[C:69]=1[Sn](CCCC)(CCCC)CCCC)(C(C)(C)C)(C)C.CCCC[N+](CCCC)(CCCC)CCCC.[F-].C1COCC1. (3) Given the product [CH2:51]([N:50]([CH2:55][CH:56]([CH3:58])[CH3:57])[C:36]1[C:35]([NH:1][C:2]([NH:4][C:21]2[CH:22]=[N:23][C:18]([CH3:17])=[CH:19][CH:20]=2)=[O:3])=[CH:40][C:39]([CH:41]2[CH2:43][CH:42]2[C:44]([OH:46])=[O:45])=[C:38]([F:49])[CH:37]=1)[CH:52]([CH3:54])[CH3:53], predict the reactants needed to synthesize it. The reactants are: [NH2:1][C:2]([NH2:4])=[O:3].ClC(Cl)(OC(=O)OC(Cl)(Cl)Cl)Cl.[CH3:17][C:18]1[N:23]=[CH:22][C:21](N)=[CH:20][CH:19]=1.CCN(C(C)C)C(C)C.N[C:35]1[C:36]([N:50]([CH2:55][CH:56]([CH3:58])[CH3:57])[CH2:51][CH:52]([CH3:54])[CH3:53])=[CH:37][C:38]([F:49])=[C:39]([C@@H:41]2[CH2:43][C@@H:42]2[C:44]([O:46]CC)=[O:45])[CH:40]=1.[OH-].[Na+]. (4) Given the product [CH3:11][N:8]1[C:6]2[N:7]=[C:2]([C:18]3[CH:19]=[CH:20][C:15]([C:14]([F:25])([F:24])[F:13])=[CH:16][CH:17]=3)[NH:3][C:4](=[O:12])[C:5]=2[CH:10]=[N:9]1, predict the reactants needed to synthesize it. The reactants are: Cl[C:2]1[NH:3][C:4](=[O:12])[C:5]2[CH:10]=[N:9][N:8]([CH3:11])[C:6]=2[N:7]=1.[F:13][C:14]([F:25])([F:24])[C:15]1[CH:20]=[CH:19][C:18](B(O)O)=[CH:17][CH:16]=1.C(=O)([O-])[O-].[Na+].[Na+]. (5) Given the product [Cl:17][C:18]1[CH:19]=[C:20]([O:32][C:13]2[C:12]([F:16])=[CH:11][C:3]([C:4]([O:6][C:7]([CH3:10])([CH3:9])[CH3:8])=[O:5])=[C:2]([F:1])[CH:14]=2)[CH:21]=[N:22][C:23]=1[O:24][CH2:25][CH:26]1[CH2:27][C:28]([F:30])([F:31])[CH2:29]1, predict the reactants needed to synthesize it. The reactants are: [F:1][C:2]1[CH:14]=[C:13](F)[C:12]([F:16])=[CH:11][C:3]=1[C:4]([O:6][C:7]([CH3:10])([CH3:9])[CH3:8])=[O:5].[Cl:17][C:18]1[CH:19]=[C:20]([OH:32])[CH:21]=[N:22][C:23]=1[O:24][CH2:25][CH:26]1[CH2:29][C:28]([F:31])([F:30])[CH2:27]1.C(=O)([O-])[O-].[K+].[K+].CCOC(C)=O.